Dataset: Reaction yield outcomes from USPTO patents with 853,638 reactions. Task: Predict the reaction yield, written as a fraction of the theoretical maximum amount of product (1.0 means a 100% yield; for example, 0.34 means a 34% yield). (1) The reactants are [N:1]1[CH:2]=[CH:3][N:4]2[CH:9]=[C:8]([C:10]([OH:12])=O)[CH:7]=[CH:6][C:5]=12.[F:13][C:14]1[CH:15]=[C:16]([CH:25]=[CH:26][CH:27]=1)[O:17][C:18]1[S:22][C:21]([CH2:23][NH2:24])=[CH:20][CH:19]=1.F[P-](F)(F)(F)(F)F.N1([P+](N(C)C)(N(C)C)N(C)C)C2C=CC=CC=2N=N1.C(N(CC)CC)C. The catalyst is CN(C)C=O.C(OCC)(=O)C.O. The product is [F:13][C:14]1[CH:15]=[C:16]([CH:25]=[CH:26][CH:27]=1)[O:17][C:18]1[S:22][C:21]([CH2:23][NH:24][C:10]([C:8]2[CH:7]=[CH:6][C:5]3[N:4]([CH:3]=[CH:2][N:1]=3)[CH:9]=2)=[O:12])=[CH:20][CH:19]=1. The yield is 0.454. (2) The yield is 0.630. No catalyst specified. The reactants are [C:1]1([NH:7][C@@H:8]2[CH2:13][CH2:12][C@H:11]([C:14]([O:16]C)=O)[CH2:10][CH2:9]2)[CH:6]=[CH:5][CH:4]=[CH:3][CH:2]=1.[NH3:18]. The product is [C:1]1([NH:7][C@@H:8]2[CH2:13][CH2:12][C@H:11]([C:14]([NH2:18])=[O:16])[CH2:10][CH2:9]2)[CH:6]=[CH:5][CH:4]=[CH:3][CH:2]=1.